This data is from Full USPTO retrosynthesis dataset with 1.9M reactions from patents (1976-2016). The task is: Predict the reactants needed to synthesize the given product. (1) Given the product [CH3:1][N:2]1[C:7](=[O:8])[CH:6]=[C:5]([C:9]2[CH:14]=[CH:13][N:12]=[CH:11][N:10]=2)[N:4]=[C:3]1[N:15]1[CH2:21][C@H:20]([C:22]2[CH:29]=[CH:28][C:25]([C:26]3[N:34]=[C:32]([CH3:33])[O:41][N:27]=3)=[CH:24][CH:23]=2)[CH2:19][O:18][CH2:17][CH2:16]1, predict the reactants needed to synthesize it. The reactants are: [CH3:1][N:2]1[C:7](=[O:8])[CH:6]=[C:5]([C:9]2[CH:14]=[CH:13][N:12]=[CH:11][N:10]=2)[N:4]=[C:3]1[N:15]1[CH2:21][C@H:20]([C:22]2[CH:29]=[CH:28][C:25]([C:26]#[N:27])=[CH:24][CH:23]=2)[CH2:19][O:18][CH2:17][CH2:16]1.NO.[CH2:32]([N:34](CC)CC)[CH3:33].C(OC(=O)C)(=[O:41])C. (2) The reactants are: Br[C:2]1[CH:3]=[N:4][C:5]([CH:8]2[N:12]([C:13]3[CH:18]=[CH:17][CH:16]=[CH:15][C:14]=3[Cl:19])[N:11]=[C:10]([C:20]([F:26])([F:25])[C:21]([F:24])([F:23])[F:22])[CH2:9]2)=[CH:6][CH:7]=1.[C:27]([C:30]1[CH:31]=[C:32](B(O)O)[CH:33]=[CH:34][CH:35]=1)(=[O:29])[CH3:28].C(=O)([O-])[O-].[Na+].[Na+].C(O)C. Given the product [Cl:19][C:14]1[CH:15]=[CH:16][CH:17]=[CH:18][C:13]=1[N:12]1[CH:8]([C:5]2[CH:6]=[CH:7][C:2]([C:34]3[CH:33]=[CH:32][CH:31]=[C:30]([C:27](=[O:29])[CH3:28])[CH:35]=3)=[CH:3][N:4]=2)[CH2:9][C:10]([C:20]([F:26])([F:25])[C:21]([F:24])([F:23])[F:22])=[N:11]1, predict the reactants needed to synthesize it. (3) Given the product [CH2:13]([N:7]1[CH:6]=[CH:5][C:4]2[C:9](=[CH:10][CH:11]=[C:2]([Br:1])[CH:3]=2)[C:8]1=[O:12])[C:14]1[CH:19]=[CH:18][CH:17]=[CH:16][CH:15]=1, predict the reactants needed to synthesize it. The reactants are: [Br:1][C:2]1[CH:3]=[C:4]2[C:9](=[CH:10][CH:11]=1)[C:8]([OH:12])=[N:7][CH:6]=[CH:5]2.[CH2:13](Br)[C:14]1[CH:19]=[CH:18][CH:17]=[CH:16][CH:15]=1.[OH-].[Na+]. (4) Given the product [NH2:4][C:5]1[N:6]=[C:7]2[CH:12]=[CH:11][C:10]([O:13][C:14]3[CH:15]=[C:16]([NH:20][C:21]([CH:23]4[CH2:25][CH2:24]4)=[O:22])[CH:17]=[CH:18][CH:19]=3)=[N:9][N:8]2[CH:26]=1, predict the reactants needed to synthesize it. The reactants are: C([NH:4][C:5]1[N:6]=[C:7]2[CH:12]=[CH:11][C:10]([O:13][C:14]3[CH:15]=[C:16]([NH:20][C:21]([CH:23]4[CH2:25][CH2:24]4)=[O:22])[CH:17]=[CH:18][CH:19]=3)=[N:9][N:8]2[CH:26]=1)(=O)C.Cl.C(OCC)(=O)C.[OH-].[Na+].